Dataset: Full USPTO retrosynthesis dataset with 1.9M reactions from patents (1976-2016). Task: Predict the reactants needed to synthesize the given product. Given the product [CH:1]([O:14][C:15]([C:17]1[N:22]2[C:23](=[O:64])[CH:24]([NH:25][C:26](=[O:63])[C:27](=[N:53][O:54][CH2:55][C:56]([OH:58])=[O:57])[C:28]3[N:29]=[C:30]([NH:33][C:34]([C:47]4[CH:52]=[CH:51][CH:50]=[CH:49][CH:48]=4)([C:123]4[CH:128]=[CH:127][CH:126]=[CH:125][CH:124]=4)[C:41]4[CH:46]=[CH:45][CH:44]=[CH:43][CH:42]=4)[S:31][CH:32]=3)[C@H:21]2[S:20][CH2:19][C:18]=1[CH:65]=[CH:95][C:94]1[CH:97]=[CH:98][C:91]([N+:88]([O-:90])=[O:89])=[CH:92][CH:93]=1)=[O:16])([C:8]1[CH:13]=[CH:12][CH:11]=[CH:10][CH:9]=1)[C:69]1[CH:74]=[CH:73][CH:72]=[CH:71][CH:70]=1, predict the reactants needed to synthesize it. The reactants are: [CH:1]([O:14][C:15]([C:17]1[N:22]2[C:23](=[O:64])[CH:24]([NH:25][C:26](=[O:63])[C:27](=[N:53][O:54][CH2:55][C:56]([O:58]C(C)(C)C)=[O:57])[C:28]3[N:29]=[C:30]([NH:33][C:34]([C:47]4[CH:52]=[CH:51][CH:50]=[CH:49][CH:48]=4)([C:41]4[CH:46]=[CH:45][CH:44]=[CH:43][CH:42]=4)C4C=CC=CC=4)[S:31][CH:32]=3)[C@H:21]2[S:20][CH2:19][C:18]=1[CH2:65]Cl)=[O:16])([C:8]1[CH:13]=[CH:12][CH:11]=[CH:10][CH:9]=1)C1C=CC=CC=1.[I-].[Na+].[C:69]1(P(C2C=CC=CC=2)C2C=CC=CC=2)[CH:74]=[CH:73][CH:72]=[CH:71][CH:70]=1.[N+:88]([C:91]1[CH:98]=[CH:97][C:94]([CH:95]=O)=[CH:93][CH:92]=1)([O-:90])=[O:89].C(=O)([O-])O.[Na+].NC1SC=C(C(=NOC(C(O)=O)(C)C)C(NC2C(=O)N3C(C(O)=O)=C(C=C[C:123]4[CH:128]=[CH:127][C:126]([N+]([O-])=O)=[CH:125][C:124]=4[N+]([O-])=O)CS[C@H]23)=O)N=1.